Task: Predict the reactants needed to synthesize the given product.. Dataset: Full USPTO retrosynthesis dataset with 1.9M reactions from patents (1976-2016) (1) Given the product [F:27][C:24]1[CH:25]=[CH:26][C:21]([N:4]2[C:5]3=[C:6]4[C:11](=[C:12]([C:15]5[CH:16]=[N:17][CH:18]=[CH:19][CH:20]=5)[CH:13]=[C:14]3[C:2]([NH:1][CH2:34][C:33]3[CH:36]=[CH:37][C:30]([S:29][CH3:28])=[CH:31][CH:32]=3)=[N:3]2)[CH:10]=[N:9][CH:8]=[CH:7]4)=[CH:22][CH:23]=1, predict the reactants needed to synthesize it. The reactants are: [NH2:1][C:2]1[C:14]2[C:5](=[C:6]3[C:11](=[C:12]([C:15]4[CH:16]=[N:17][CH:18]=[CH:19][CH:20]=4)[CH:13]=2)[CH:10]=[N:9][CH:8]=[CH:7]3)[N:4]([C:21]2[CH:26]=[CH:25][C:24]([F:27])=[CH:23][CH:22]=2)[N:3]=1.[CH3:28][S:29][C:30]1[CH:37]=[CH:36][C:33]([CH:34]=O)=[CH:32][CH:31]=1.C(O[BH-](OC(=O)C)OC(=O)C)(=O)C.[Na+]. (2) Given the product [CH3:14][C:3]1([CH3:15])[C:4]2[CH2:13][CH2:12][C:11]3[CH:16]=[N:21][CH:20]=[N:22][C:9]=3[C:5]=2[C:6]([CH3:8])([CH3:7])[CH:2]1[CH3:1], predict the reactants needed to synthesize it. The reactants are: [CH3:1][CH:2]1[C:6]([CH3:8])([CH3:7])[C:5]2[C:9]([CH2:11][CH2:12][CH2:13][C:4]=2[C:3]1([CH3:15])[CH3:14])=O.[C:16](O)(=O)C.[CH:20]([NH2:22])=[NH:21]. (3) The reactants are: [NH2:1][C:2]1[C:7]([Br:8])=[CH:6][C:5]([C:9](=[O:15])/[CH:10]=[CH:11]/[C:12]([OH:14])=[O:13])=[CH:4][C:3]=1[Br:16].[CH3:17][Si](C)(C)Cl. Given the product [NH2:1][C:2]1[C:3]([Br:16])=[CH:4][C:5]([C:9](=[O:15])/[CH:10]=[CH:11]/[C:12]([O:14][CH3:17])=[O:13])=[CH:6][C:7]=1[Br:8], predict the reactants needed to synthesize it. (4) The reactants are: [NH2:1][C:2]1[C:7]([C:8]2[S:12][C:11]3[CH:13]=[CH:14][C:15]([NH:17][C:18]([NH:20][C:21]4[CH:26]=[CH:25][C:24]([Cl:27])=[C:23]([C:28]([F:31])([F:30])[F:29])[CH:22]=4)=[O:19])=[CH:16][C:10]=3[CH:9]=2)=[CH:6][C:5]([C:32]2[N:33]=[N:34][N:35]([CH2:37][CH2:38][O:39][Si](C(C)(C)C)(C)C)[N:36]=2)=[CH:4][N:3]=1.[F-].C([N+](CCCC)(CCCC)CCCC)CCC. Given the product [NH2:1][C:2]1[C:7]([C:8]2[S:12][C:11]3[CH:13]=[CH:14][C:15]([NH:17][C:18]([NH:20][C:21]4[CH:26]=[CH:25][C:24]([Cl:27])=[C:23]([C:28]([F:31])([F:30])[F:29])[CH:22]=4)=[O:19])=[CH:16][C:10]=3[CH:9]=2)=[CH:6][C:5]([C:32]2[N:33]=[N:34][N:35]([CH2:37][CH2:38][OH:39])[N:36]=2)=[CH:4][N:3]=1, predict the reactants needed to synthesize it. (5) Given the product [CH2:1]([C:3]1[C:11]2[C:6](=[CH:7][CH:8]=[CH:9][C:10]=2[NH:12][C:13]([C:15]2[N:19]3[CH:20]=[CH:21][CH:22]=[CH:23][C:18]3=[N:17][CH:16]=2)=[O:14])[N:5]([CH2:24][C:25]2[N:26]=[C:27]([O:31][C@H:41]3[CH2:37][CH2:38][N:39]([C:42]([O:44][C:45]([CH3:48])([CH3:47])[CH3:46])=[O:43])[CH2:40]3)[CH:28]=[CH:29][CH:30]=2)[N:4]=1)[CH3:2], predict the reactants needed to synthesize it. The reactants are: [CH2:1]([C:3]1[C:11]2[C:6](=[CH:7][CH:8]=[CH:9][C:10]=2[NH:12][C:13]([C:15]2[N:19]3[CH:20]=[CH:21][CH:22]=[CH:23][C:18]3=[N:17][CH:16]=2)=[O:14])[N:5]([CH2:24][C:25]2[CH:30]=[CH:29][CH:28]=[C:27]([OH:31])[N:26]=2)[N:4]=1)[CH3:2].CS(O[C@@H:37]1[CH2:41][CH2:40][N:39]([C:42]([O:44][C:45]([CH3:48])([CH3:47])[CH3:46])=[O:43])[CH2:38]1)(=O)=O.C([O-])([O-])=O.[Cs+].[Cs+]. (6) Given the product [CH2:29]([O:28][C:26](=[O:27])[NH:36][C@H:37]1[CH2:42][CH2:41][C@H:40]([C:43]([NH:5][NH2:6])=[O:45])[CH2:39][CH2:38]1)[C:30]1[CH:35]=[CH:34][CH:33]=[CH:32][CH:31]=1, predict the reactants needed to synthesize it. The reactants are: O.NN.O[N:5]1C2C=CC=CC=2N=[N:6]1.Cl.C(N=C=NCCCN(C)C)C.[C:26]([NH:36][C@H:37]1[CH2:42][CH2:41][C@H:40]([C:43]([OH:45])=O)[CH2:39][CH2:38]1)([O:28][CH2:29][C:30]1[CH:35]=[CH:34][CH:33]=[CH:32][CH:31]=1)=[O:27]. (7) Given the product [CH3:32][CH:33]1[CH2:37][CH2:36][CH2:35][N:34]1[CH2:2][CH2:3][CH2:4][O:5][C:6]1[CH:11]=[CH:10][C:9]([C:12]2[S:13][C:14]3[CH2:20][CH2:19][CH2:18][CH:17]([NH:21][C:22](=[O:31])[O:23][CH2:24][C:25]4[CH:30]=[CH:29][CH:28]=[CH:27][CH:26]=4)[C:15]=3[N:16]=2)=[CH:8][CH:7]=1, predict the reactants needed to synthesize it. The reactants are: Cl[CH2:2][CH2:3][CH2:4][O:5][C:6]1[CH:11]=[CH:10][C:9]([C:12]2[S:13][C:14]3[CH2:20][CH2:19][CH2:18][CH:17]([NH:21][C:22](=[O:31])[O:23][CH2:24][C:25]4[CH:30]=[CH:29][CH:28]=[CH:27][CH:26]=4)[C:15]=3[N:16]=2)=[CH:8][CH:7]=1.[CH3:32][CH:33]1[CH2:37][CH2:36][CH2:35][NH:34]1.